Task: Predict the reaction yield, written as a fraction of the theoretical maximum amount of product (1.0 means a 100% yield; for example, 0.34 means a 34% yield).. Dataset: Reaction yield outcomes from USPTO patents with 853,638 reactions The reactants are Br[C:2]1[S:6][C:5]([CH2:7][O:8][C:9]2[C:10]([F:19])=[C:11]([C:15]([F:18])=[CH:16][CH:17]=2)[C:12]([NH2:14])=[O:13])=[N:4][C:3]=1[C:20]1[CH:25]=[CH:24][C:23]([O:26][CH3:27])=[CH:22][CH:21]=1.C([Sn](CCCC)(CCCC)[C:33]1[S:34][CH:35]=[CH:36][N:37]=1)CCC.O. The catalyst is CN(C=O)C.[Pd].C1(P(C2C=CC=CC=2)(C2C=CC=CC=2)C2C=CC=CC=2)C=CC=CC=1. The product is [F:19][C:10]1[C:9]([O:8][CH2:7][C:5]2[S:6][C:2]([C:33]3[S:34][CH:35]=[CH:36][N:37]=3)=[C:3]([C:20]3[CH:25]=[CH:24][C:23]([O:26][CH3:27])=[CH:22][CH:21]=3)[N:4]=2)=[CH:17][CH:16]=[C:15]([F:18])[C:11]=1[C:12]([NH2:14])=[O:13]. The yield is 0.0300.